Predict the reactants needed to synthesize the given product. From a dataset of Full USPTO retrosynthesis dataset with 1.9M reactions from patents (1976-2016). (1) Given the product [C:35]([C:33]1[CH:34]=[C:30]([NH:29][C:28]([NH:1][C:2]2[CH:23]=[CH:22][C:5]([O:6][C:7]3[CH:16]=[CH:15][N:14]=[C:13]4[C:8]=3[C:9]3[CH2:21][CH2:20][CH2:19][CH2:18][C:10]=3[C:11](=[O:17])[NH:12]4)=[CH:4][CH:3]=2)=[O:27])[N:31]([C:39]2[CH:40]=[C:41]([CH3:45])[CH:42]=[CH:43][CH:44]=2)[N:32]=1)([CH3:38])([CH3:36])[CH3:37], predict the reactants needed to synthesize it. The reactants are: [NH2:1][C:2]1[CH:23]=[CH:22][C:5]([O:6][C:7]2[CH:16]=[CH:15][N:14]=[C:13]3[C:8]=2[C:9]2[CH2:21][CH2:20][CH2:19][CH2:18][C:10]=2[C:11](=[O:17])[NH:12]3)=[CH:4][CH:3]=1.ClC(Cl)(Cl)C[O:27][C:28](=O)[NH:29][C:30]1[N:31]([C:39]2[CH:40]=[C:41]([CH3:45])[CH:42]=[CH:43][CH:44]=2)[N:32]=[C:33]([C:35]([CH3:38])([CH3:37])[CH3:36])[CH:34]=1.CCN(C(C)C)C(C)C. (2) Given the product [Cl:9][C:10]1[N:11]=[C:12]([NH:7][C@H:4]2[CH2:5][CH2:6][C@H:1]([NH2:8])[CH2:2][CH2:3]2)[CH:13]=[C:14]([I:16])[CH:15]=1, predict the reactants needed to synthesize it. The reactants are: [C@H:1]1([NH2:8])[CH2:6][CH2:5][C@H:4]([NH2:7])[CH2:3][CH2:2]1.[Cl:9][C:10]1[CH:15]=[C:14]([I:16])[CH:13]=[C:12](Cl)[N:11]=1. (3) Given the product [Br:1][C:2]1[C:10]2[C:9]([C:11]([OH:13])=[O:12])=[CH:8][C:7]([C:16]3[CH:21]=[CH:20][C:19]([CH2:22][N:23]4[CH2:24][CH2:25][O:26][CH2:27][CH2:28]4)=[CH:18][CH:17]=3)=[N:6][C:5]=2[N:4]([CH:29]([CH3:31])[CH3:30])[N:3]=1, predict the reactants needed to synthesize it. The reactants are: [Br:1][C:2]1[C:10]2[C:9]([C:11]([O:13]CC)=[O:12])=[CH:8][C:7]([C:16]3[CH:21]=[CH:20][C:19]([CH2:22][N:23]4[CH2:28][CH2:27][O:26][CH2:25][CH2:24]4)=[CH:18][CH:17]=3)=[N:6][C:5]=2[N:4]([CH:29]([CH3:31])[CH3:30])[N:3]=1.[OH-].[Na+]. (4) Given the product [O:3]1[C:7]2[CH:8]=[CH:9][CH:10]=[C:11]([CH:12]3[CH2:17][CH2:16][N:15]([CH2:18][CH2:19][C@H:20]4[CH2:21][CH2:22][C@H:23]([NH:26][C:32](=[O:33])[CH2:31][CH:29]5[CH2:30][O:27][CH2:28]5)[CH2:24][CH2:25]4)[CH2:14][CH2:13]3)[C:6]=2[CH2:5][CH2:4]1, predict the reactants needed to synthesize it. The reactants are: Cl.Cl.[O:3]1[C:7]2[CH:8]=[CH:9][CH:10]=[C:11]([CH:12]3[CH2:17][CH2:16][N:15]([CH2:18][CH2:19][C@H:20]4[CH2:25][CH2:24][C@H:23]([NH2:26])[CH2:22][CH2:21]4)[CH2:14][CH2:13]3)[C:6]=2[CH2:5][CH2:4]1.[O:27]1[CH2:30][CH:29]([CH2:31][C:32](OC)=[O:33])[CH2:28]1. (5) Given the product [C:29]1([C:32]2[CH:33]=[CH:34][CH:35]=[CH:36][CH:37]=2)[CH:28]=[CH:27][C:26]([S:23]([N:22]2[CH2:21][CH2:20][S:19][CH:18]2[C:16]([NH:15][CH:8]([C:9]2[CH:14]=[CH:13][CH:12]=[CH:11][CH:10]=2)[CH2:7][CH2:6][N:38]2[CH2:43][CH2:42][CH2:41][CH2:40][CH2:39]2)=[O:17])(=[O:24])=[O:25])=[CH:31][CH:30]=1, predict the reactants needed to synthesize it. The reactants are: CS(O[CH2:6][CH2:7][C@H:8]([NH:15][C:16]([C@H:18]1[N:22]([S:23]([C:26]2[CH:31]=[CH:30][C:29]([C:32]3[CH:37]=[CH:36][CH:35]=[CH:34][CH:33]=3)=[CH:28][CH:27]=2)(=[O:25])=[O:24])[CH2:21][CH2:20][S:19]1)=[O:17])[C:9]1[CH:14]=[CH:13][CH:12]=[CH:11][CH:10]=1)(=O)=O.[NH:38]1[CH2:43][CH2:42][CH2:41][CH2:40][CH2:39]1. (6) Given the product [Cl:1][C:2]1[CH:21]=[CH:20][C:5]([CH2:6][C:7]2[C:8]([CH3:19])=[C:9]([CH3:18])[C:10]([O:17][S:31]([C:34]([F:37])([F:36])[F:35])(=[O:33])=[O:32])=[C:11]([CH:16]=2)[C:12]([O:14][CH3:15])=[O:13])=[CH:4][CH:3]=1, predict the reactants needed to synthesize it. The reactants are: [Cl:1][C:2]1[CH:21]=[CH:20][C:5]([CH2:6][C:7]2[C:8]([CH3:19])=[C:9]([CH3:18])[C:10]([OH:17])=[C:11]([CH:16]=2)[C:12]([O:14][CH3:15])=[O:13])=[CH:4][CH:3]=1.[H-].[Na+].C1C=CC(N([S:31]([C:34]([F:37])([F:36])[F:35])(=[O:33])=[O:32])[S:31]([C:34]([F:37])([F:36])[F:35])(=[O:33])=[O:32])=CC=1.Cl. (7) Given the product [O:29]1[CH2:30][CH2:31][CH:26]([NH:25][C:22]([C:19]2[CH:18]=[N:17][C:16]([O:15][CH2:14][C:9]3[N:10]([CH3:13])[N:11]=[N:12][C:8]=3[C:5]3[CH:6]=[CH:7][C:2]([F:1])=[CH:3][CH:4]=3)=[CH:21][N:20]=2)=[O:24])[CH2:27][CH2:28]1, predict the reactants needed to synthesize it. The reactants are: [F:1][C:2]1[CH:7]=[CH:6][C:5]([C:8]2[N:12]=[N:11][N:10]([CH3:13])[C:9]=2[CH2:14][O:15][C:16]2[N:17]=[CH:18][C:19]([C:22]([OH:24])=O)=[N:20][CH:21]=2)=[CH:4][CH:3]=1.[NH2:25][CH:26]1[CH2:31][CH2:30][O:29][CH2:28][CH2:27]1. (8) The reactants are: [Cl:1][C:2]1[N:11]=[CH:10][C:9]2[NH:8][CH2:7][C@@H:6]3[CH2:12][O:13][CH2:14][CH2:15][N:5]3[C:4]=2[N:3]=1.[OH:16][CH:17]1[CH2:22][CH2:21][C:20](=O)[CH2:19][CH2:18]1.[Na]. Given the product [Cl:1][C:2]1[N:11]=[CH:10][C:9]2[N:8]([CH:20]3[CH2:21][CH2:22][CH:17]([OH:16])[CH2:18][CH2:19]3)[CH2:7][C@@H:6]3[CH2:12][O:13][CH2:14][CH2:15][N:5]3[C:4]=2[N:3]=1, predict the reactants needed to synthesize it. (9) Given the product [NH2:1][C:2]1[N:7]2[N:8]=[C:9]([C:11]([CH3:12])([CH3:14])[CH3:13])[CH:10]=[C:6]2[N:5]=[CH:4][C:3]=1[CH:15]=[O:16], predict the reactants needed to synthesize it. The reactants are: [NH2:1][C:2]1[N:7]2[N:8]=[C:9]([C:11]([CH3:14])([CH3:13])[CH3:12])[CH:10]=[C:6]2[N:5]=[CH:4][C:3]=1[CH2:15][OH:16].